From a dataset of Catalyst prediction with 721,799 reactions and 888 catalyst types from USPTO. Predict which catalyst facilitates the given reaction. (1) Reactant: [CH2:1]([O:5][CH2:6][CH2:7][O:8][C:9]1[CH:14]=[CH:13][C:12]([C:15]2[CH:20]=[CH:19][C:18]([N:21]([CH2:26][CH:27]([CH3:29])[CH3:28])[CH2:22][CH:23]([CH3:25])[CH3:24])=[C:17](/[CH:30]=[CH:31]/[C:32]([O:34]CC)=[O:33])[CH:16]=2)=[CH:11][CH:10]=1)[CH2:2][CH2:3][CH3:4].[OH-].[Na+].Cl. Product: [CH2:1]([O:5][CH2:6][CH2:7][O:8][C:9]1[CH:14]=[CH:13][C:12]([C:15]2[CH:20]=[CH:19][C:18]([N:21]([CH2:26][CH:27]([CH3:28])[CH3:29])[CH2:22][CH:23]([CH3:24])[CH3:25])=[C:17](/[CH:30]=[CH:31]/[C:32]([OH:34])=[O:33])[CH:16]=2)=[CH:11][CH:10]=1)[CH2:2][CH2:3][CH3:4]. The catalyst class is: 219. (2) Reactant: [CH2:1]([O:3][C:4]([C:6]1[CH:11]=[CH:10][C:9]([C:12]2[C:17]([Cl:18])=[CH:16][CH:15]=[C:14]([C:19]([OH:21])=O)[CH:13]=2)=[CH:8][CH:7]=1)=[O:5])[CH3:2].[CH3:22][S:23]([N:26]1[CH2:31][CH2:30][N:29]([CH2:32][C:33]2[CH:38]=[CH:37][C:36]([NH2:39])=[CH:35][CH:34]=2)[CH2:28][CH2:27]1)(=[O:25])=[O:24].CCN=C=NCCCN(C)C.C1C=CC2N(O)N=NC=2C=1.CN1CCOCC1. Product: [CH2:1]([O:3][C:4]([C:6]1[CH:7]=[CH:8][C:9]([C:12]2[CH:13]=[C:14]([C:19](=[O:21])[NH:39][C:36]3[CH:37]=[CH:38][C:33]([CH2:32][N:29]4[CH2:28][CH2:27][N:26]([S:23]([CH3:22])(=[O:25])=[O:24])[CH2:31][CH2:30]4)=[CH:34][CH:35]=3)[CH:15]=[CH:16][C:17]=2[Cl:18])=[CH:10][CH:11]=1)=[O:5])[CH3:2]. The catalyst class is: 18. (3) Reactant: [Cl:1][C:2]1[CH:7]=[CH:6][C:5]([C:8]2[CH:9]=[CH:10][C:11]([NH2:14])=[N:12][CH:13]=2)=[CH:4][CH:3]=1.C1C(=O)N([Br:22])C(=O)C1. Product: [Br:22][C:10]1[C:11]([NH2:14])=[N:12][CH:13]=[C:8]([C:5]2[CH:6]=[CH:7][C:2]([Cl:1])=[CH:3][CH:4]=2)[CH:9]=1. The catalyst class is: 10. (4) Reactant: I[CH:2]1[CH2:7][CH2:6][O:5][CH2:4][CH2:3]1.[Br:8][C:9]1[CH:14]=[CH:13][C:12]([SH:15])=[CH:11][CH:10]=1.C(=O)([O-])[O-].[K+].[K+]. Product: [Br:8][C:9]1[CH:14]=[CH:13][C:12]([S:15][CH:2]2[CH2:7][CH2:6][O:5][CH2:4][CH2:3]2)=[CH:11][CH:10]=1. The catalyst class is: 215. (5) Reactant: [NH2:1][C@H:2]1[CH2:6][N:5]([C:7](OC(C)(C)C)=O)[C@@H:4]([CH2:14][O:15][C:16]2[CH:21]=[CH:20][C:19]([F:22])=[CH:18][CH:17]=2)[CH2:3]1.CC[N:25](C(C)C)C(C)C.[Cl:32][C:33]1[CH:38]=[CH:37][C:36]([Cl:39])=[CH:35][C:34]=1[S:40](Cl)(=[O:42])=[O:41].Cl.N#CBr.C(O)C(N)(CO)CO. Product: [Cl:32][C:33]1[CH:38]=[CH:37][C:36]([Cl:39])=[CH:35][C:34]=1[S:40]([NH:1][C@@H:2]1[CH2:3][C@H:4]([CH2:14][O:15][C:16]2[CH:17]=[CH:18][C:19]([F:22])=[CH:20][CH:21]=2)[N:5]([C:7]#[N:25])[CH2:6]1)(=[O:42])=[O:41]. The catalyst class is: 269.